This data is from Reaction yield outcomes from USPTO patents with 853,638 reactions. The task is: Predict the reaction yield, written as a fraction of the theoretical maximum amount of product (1.0 means a 100% yield; for example, 0.34 means a 34% yield). (1) The reactants are [C:1]([NH:4][C:5]1[C:13]([Cl:14])=[CH:12][C:8]([C:9]([OH:11])=O)=[C:7]([O:15][CH3:16])[CH:6]=1)(=[O:3])[CH3:2].[F:17][C:18]([F:31])([F:30])[C:19]1[CH:20]=[C:21]([CH:23]=[C:24]([C:26]([F:29])([F:28])[F:27])[CH:25]=1)[NH2:22]. No catalyst specified. The product is [C:1]([NH:4][C:5]1[C:13]([Cl:14])=[CH:12][C:8]([C:9]([NH:22][C:21]2[CH:23]=[C:24]([C:26]([F:27])([F:28])[F:29])[CH:25]=[C:19]([C:18]([F:17])([F:30])[F:31])[CH:20]=2)=[O:11])=[C:7]([O:15][CH3:16])[CH:6]=1)(=[O:3])[CH3:2]. The yield is 0.238. (2) The reactants are [NH2:1][C:2]1[CH:6]=[CH:5][O:4][C:3]=1[C:7]([O:9][CH3:10])=[O:8].ClS([N:15]=[C:16]=[O:17])(=O)=O.[C:18]([O-])(O)=O.[Na+]. The catalyst is ClCCl. The product is [NH:1]([C:2]1[CH:6]=[CH:5][O:4][C:3]=1[C:7]([O:9][CH2:10][CH3:18])=[O:8])[C:16]([NH2:15])=[O:17]. The yield is 0.920. (3) The reactants are [CH3:1][N:2]1[C:6]([C:7]2[CH:12]=[C:11]([N+:13]([O-:15])=[O:14])[CH:10]=[CH:9][C:8]=2[OH:16])=[CH:5][CH:4]=[N:3]1.Br.Br[CH2:19][C:20]1[CH:25]=[CH:24][CH:23]=[CH:22][N:21]=1.C(=O)([O-])[O-].[K+].[K+]. The catalyst is CS(C)=O. The product is [CH3:1][N:2]1[C:6]([C:7]2[CH:12]=[C:11]([N+:13]([O-:15])=[O:14])[CH:10]=[CH:9][C:8]=2[O:16][CH2:19][C:20]2[CH:25]=[CH:24][CH:23]=[CH:22][N:21]=2)=[CH:5][CH:4]=[N:3]1. The yield is 0.810. (4) The reactants are [C:1]([C:3]1[CH:8]=[CH:7][C:6]([NH:9][CH:10]([C:16]2[CH:21]=[CH:20][C:19]([OH:22])=[C:18]([S:23][CH3:24])[CH:17]=2)[C:11]([O:13][CH2:14][CH3:15])=[O:12])=[CH:5][CH:4]=1)#[N:2].C([O-])([O-])=O.[Cs+].[Cs+].[CH:31](I)([CH3:33])[CH3:32].O. The catalyst is CC(C)=O. The product is [C:1]([C:3]1[CH:8]=[CH:7][C:6]([NH:9][CH:10]([C:16]2[CH:21]=[CH:20][C:19]([O:22][CH:31]([CH3:33])[CH3:32])=[C:18]([S:23][CH3:24])[CH:17]=2)[C:11]([O:13][CH2:14][CH3:15])=[O:12])=[CH:5][CH:4]=1)#[N:2]. The yield is 0.630. (5) The reactants are I[C:2]1[CH:7]=[CH:6][C:5]([N:8]2[CH2:13][CH2:12][N:11]([CH3:14])[CH2:10][C:9]2=[O:15])=[CH:4][CH:3]=1.[CH3:16][C:17]1([CH3:24])[C:21]([CH3:23])([CH3:22])[O:20][BH:19][O:18]1.COC1C=CC=C(OC)C=1C1C=CC=CC=1P(C1CCCCC1)C1CCCCC1.CCN(CC)CC. The catalyst is O.O1CCOCC1. The product is [CH3:14][N:11]1[CH2:12][CH2:13][N:8]([C:5]2[CH:6]=[CH:7][C:2]([B:19]3[O:20][C:21]([CH3:23])([CH3:22])[C:17]([CH3:24])([CH3:16])[O:18]3)=[CH:3][CH:4]=2)[C:9](=[O:15])[CH2:10]1. The yield is 0.200. (6) The reactants are [C:1]12([C:11]3[CH:21]=[CH:20][C:14]([O:15][CH2:16][C:17](O)=[O:18])=[CH:13][CH:12]=3)[CH2:10][CH:5]3[CH2:6][CH:7]([CH2:9][CH:3]([CH2:4]3)[CH2:2]1)[CH2:8]2.C(Cl)(=O)C(Cl)=O.CN(C=O)C.[CH3:33][O:34][C:35](=[O:44])[C:36]1[CH:41]=[CH:40][C:39]([OH:42])=[C:38]([NH2:43])[CH:37]=1. The catalyst is C1COCC1.N1C=CC=CC=1. The product is [CH3:33][O:34][C:35](=[O:44])[C:36]1[CH:41]=[CH:40][C:39]([OH:42])=[C:38]([NH:43][C:17](=[O:18])[CH2:16][O:15][C:14]2[CH:13]=[CH:12][C:11]([C:1]34[CH2:10][CH:5]5[CH2:4][CH:3]([CH2:9][CH:7]([CH2:6]5)[CH2:8]3)[CH2:2]4)=[CH:21][CH:20]=2)[CH:37]=1. The yield is 0.841. (7) The reactants are [S:1]1[CH:5]=[CH:4][N:3]2[C:6]3[CH:12]=[C:11]([CH:13]=[O:14])[CH:10]=[CH:9][C:7]=3[N:8]=[C:2]12.[Br-].[Mg+2].[Br-].[N+:18]([C:21]1[CH:39]=[CH:38][C:24]([CH2:25][O:26][C:27]([C:29]2[N:30]3[CH:33]([S:34][CH:35]=2)[CH:32]([Br:36])[C:31]3=[O:37])=[O:28])=[CH:23][CH:22]=1)([O-:20])=[O:19].[C:40](OC(=O)C)(=[O:42])[CH3:41]. The catalyst is C(OCC)(=O)C.C(N(CC)CC)C.C1COCC1.C(#N)C. The product is [C:40]([O:14][CH:13]([C:11]1[CH:10]=[CH:9][C:7]2[N:8]=[C:2]3[S:1][CH:5]=[CH:4][N:3]3[C:6]=2[CH:12]=1)[C:32]1([Br:36])[C:31](=[O:37])[N:30]2[C@@H:33]1[S:34][CH:35]=[C:29]2[C:27]([O:26][CH2:25][C:24]1[CH:38]=[CH:39][C:21]([N+:18]([O-:20])=[O:19])=[CH:22][CH:23]=1)=[O:28])(=[O:42])[CH3:41]. The yield is 0.500. (8) The reactants are C([O:3][C:4](=[O:34])[C:5]1[CH:10]=[C:9]([N:11]2[C:15]([CH3:16])=[CH:14][CH:13]=[C:12]2[C:17]2[CH:22]=[C:21]([Cl:23])[CH:20]=[CH:19][C:18]=2[O:24][CH2:25][C:26]2[CH:31]=[CH:30][C:29]([F:32])=[CH:28][C:27]=2[F:33])[CH:8]=[N:7][CH:6]=1)C.C(O)C. The catalyst is C(OCC)(=O)C. The product is [Cl:23][C:21]1[CH:20]=[CH:19][C:18]([O:24][CH2:25][C:26]2[CH:31]=[CH:30][C:29]([F:32])=[CH:28][C:27]=2[F:33])=[C:17]([C:12]2[N:11]([C:9]3[CH:8]=[N:7][CH:6]=[C:5]([CH:10]=3)[C:4]([OH:34])=[O:3])[C:15]([CH3:16])=[CH:14][CH:13]=2)[CH:22]=1. The yield is 0.800. (9) The reactants are [F:1][C:2]1[C:3]([O:18][CH3:19])=[C:4]([C:9]([CH3:17])([CH3:16])[CH2:10][C:11](=[O:15])[C:12]([OH:14])=[O:13])[CH:5]=[CH:6][C:7]=1[CH3:8].S(=O)(=O)(O)O.[CH2:25](O)[CH3:26]. No catalyst specified. The product is [CH2:25]([O:13][C:12](=[O:14])[C:11](=[O:15])[CH2:10][C:9]([C:4]1[CH:5]=[CH:6][C:7]([CH3:8])=[C:2]([F:1])[C:3]=1[O:18][CH3:19])([CH3:17])[CH3:16])[CH3:26]. The yield is 0.837. (10) The reactants are [NH2:1][C:2]1[C:10]([CH3:11])=[CH:9][CH:8]=[CH:7][C:3]=1[C:4]([NH2:6])=[O:5].CCN(C(C)C)C(C)C.Cl[C:22](=[O:28])[C:23]([O:25][CH2:26][CH3:27])=[O:24]. The catalyst is C1COCC1. The product is [C:4]([C:3]1[CH:7]=[CH:8][CH:9]=[C:10]([CH3:11])[C:2]=1[NH:1][C:22](=[O:28])[C:23]([O:25][CH2:26][CH3:27])=[O:24])(=[O:5])[NH2:6]. The yield is 0.200.